This data is from Catalyst prediction with 721,799 reactions and 888 catalyst types from USPTO. The task is: Predict which catalyst facilitates the given reaction. (1) Reactant: [OH-].[K+].[CH3:3][O:4][C:5]1[CH:6]=[CH:7][C:8]2[N:9]([N:11]=[C:12]([C:26]3[CH:31]=[CH:30][CH:29]=[CH:28][CH:27]=3)[C:13]=2[CH2:14][C:15]2[CH:16]=[CH:17][C:18]([CH3:25])=[C:19]([CH:24]=2)[C:20]([O:22]C)=[O:21])[CH:10]=1.Cl. Product: [CH3:3][O:4][C:5]1[CH:6]=[CH:7][C:8]2[N:9]([N:11]=[C:12]([C:26]3[CH:31]=[CH:30][CH:29]=[CH:28][CH:27]=3)[C:13]=2[CH2:14][C:15]2[CH:16]=[CH:17][C:18]([CH3:25])=[C:19]([CH:24]=2)[C:20]([OH:22])=[O:21])[CH:10]=1. The catalyst class is: 5. (2) Reactant: [O:1]1[CH2:6][CH2:5][NH:4][C:3]2[CH:7]=[N:8][CH:9]=[CH:10][C:2]1=2.[Cl:11][C:12]1[CH:13]=[C:14]([CH:18]=[CH:19][C:20]=1[O:21][CH3:22])[C:15](Cl)=[O:16].C(N(CC)CC)C.Cl. Product: [Cl:11][C:12]1[CH:13]=[C:14]([C:15]([N:4]2[CH2:5][CH2:6][O:1][C:2]3[CH:10]=[CH:9][N:8]=[CH:7][C:3]2=3)=[O:16])[CH:18]=[CH:19][C:20]=1[O:21][CH3:22]. The catalyst class is: 4. (3) Reactant: Cl.Cl.[NH:3]1[C:11]2[C:6](=[CH:7][C:8]([C:12]3[C:20]4[C:15](=[N:16][CH:17]=[N:18][C:19]=4[NH2:21])[N:14]([CH3:22])[N:13]=3)=[CH:9][CH:10]=2)[CH2:5][CH2:4]1.[CH3:23][C:24]1[C:29]([CH3:30])=[CH:28][CH:27]=[CH:26][C:25]=1[CH2:31][C:32](O)=[O:33].CN(C(ON1N=NC2C=CC=NC1=2)=[N+](C)C)C.F[P-](F)(F)(F)(F)F.CCN(C(C)C)C(C)C. Product: [CH3:23][C:24]1[C:29]([CH3:30])=[CH:28][CH:27]=[CH:26][C:25]=1[CH2:31][C:32]([N:3]1[C:11]2[C:6](=[CH:7][C:8]([C:12]3[C:20]4[C:15](=[N:16][CH:17]=[N:18][C:19]=4[NH2:21])[N:14]([CH3:22])[N:13]=3)=[CH:9][CH:10]=2)[CH2:5][CH2:4]1)=[O:33]. The catalyst class is: 18. (4) Reactant: [CH:1]1([CH:4]([C:11]2[CH:16]=[C:15]([CH2:17][O:18][C:19]3[CH:24]=[CH:23][C:22]([C:25]4[CH:30]=[C:29]([O:31][CH3:32])[CH:28]=[CH:27][C:26]=4[F:33])=[C:21]([CH2:34][C:35]([CH3:38])([CH3:37])[CH3:36])[CH:20]=3)[N:14]=[CH:13][N:12]=2)[CH2:5][C:6]([O:8]CC)=[O:7])[CH2:3][CH2:2]1.[OH-].[Na+].Cl. Product: [CH:1]1([CH:4]([C:11]2[CH:16]=[C:15]([CH2:17][O:18][C:19]3[CH:24]=[CH:23][C:22]([C:25]4[CH:30]=[C:29]([O:31][CH3:32])[CH:28]=[CH:27][C:26]=4[F:33])=[C:21]([CH2:34][C:35]([CH3:38])([CH3:37])[CH3:36])[CH:20]=3)[N:14]=[CH:13][N:12]=2)[CH2:5][C:6]([OH:8])=[O:7])[CH2:2][CH2:3]1. The catalyst class is: 36. (5) Reactant: [CH2:1]([O:3][C:4]([CH:6]1[C:10]([CH3:11])=[CH:9][CH2:8][N:7]1S(C1C=CC(C)=CC=1)(=O)=O)=[O:5])[CH3:2].C1CCN2C(=NCCC2)CC1. Product: [CH2:1]([O:3][C:4]([C:6]1[NH:7][CH:8]=[CH:9][C:10]=1[CH3:11])=[O:5])[CH3:2]. The catalyst class is: 116.